Dataset: Forward reaction prediction with 1.9M reactions from USPTO patents (1976-2016). Task: Predict the product of the given reaction. (1) The product is: [Cl:31][C:28]1[CH:29]=[CH:30][C:13]2[N:12]([CH2:32][C:33]([CH3:37])([CH3:36])[CH2:34][OH:35])[C:11](=[O:38])[C@@H:10]([CH2:9][C:8]([NH:7][C@H:6]([C:5]([OH:44])=[O:4])[CH2:40][CH2:41][S:42][CH3:43])=[O:39])[O:16][C@H:15]([C:17]3[CH:22]=[CH:21][CH:20]=[C:19]([O:23][CH3:24])[C:18]=3[O:25][CH3:26])[C:14]=2[CH:27]=1. Given the reactants [OH-].[Na+].C[O:4][C:5](=[O:44])[C@H:6]([CH2:40][CH2:41][S:42][CH3:43])[NH:7][C:8](=[O:39])[CH2:9][C@H:10]1[O:16][C@H:15]([C:17]2[CH:22]=[CH:21][CH:20]=[C:19]([O:23][CH3:24])[C:18]=2[O:25][CH3:26])[C:14]2[CH:27]=[C:28]([Cl:31])[CH:29]=[CH:30][C:13]=2[N:12]([CH2:32][C:33]([CH3:37])([CH3:36])[CH2:34][OH:35])[C:11]1=[O:38].O, predict the reaction product. (2) Given the reactants C(OC(=O)COC1C=CC(Cl)=CC=1C#CC1C=CC=C(S(CCC)(=O)=O)C=1)(C)(C)C.[C:31]([O:35][C:36](=[O:48])[CH2:37][O:38][C:39]1[CH:44]=[CH:43][C:42]([Cl:45])=[CH:41][C:40]=1[C:46]#[CH:47])([CH3:34])([CH3:33])[CH3:32].Br[C:50]1[CH:51]=[C:52]([CH:61]=[CH:62][CH:63]=1)[C:53]([N:55]1[CH2:60][CH2:59][O:58][CH2:57][CH2:56]1)=[O:54], predict the reaction product. The product is: [C:31]([O:35][C:36](=[O:48])[CH2:37][O:38][C:39]1[CH:44]=[CH:43][C:42]([Cl:45])=[CH:41][C:40]=1[C:46]#[C:47][C:50]1[CH:63]=[CH:62][CH:61]=[C:52]([C:53]([N:55]2[CH2:60][CH2:59][O:58][CH2:57][CH2:56]2)=[O:54])[CH:51]=1)([CH3:34])([CH3:33])[CH3:32]. (3) Given the reactants [CH3:1][C:2]1([CH3:12])[C:7](=[O:8])[CH2:6][C:5](=[O:9])[C:4]([CH3:11])([CH3:10])[O:3]1.C(Cl)(Cl)Cl.C([O-])(=O)C.C([O-])(=O)C.C([O-])(=O)C.[Br:29][C:30]1[CH:35]=[CH:34][C:33]([Pb+3])=[C:32]([CH2:37][CH3:38])[CH:31]=1.Cl, predict the reaction product. The product is: [Br:29][C:30]1[CH:35]=[CH:34][C:33]([CH:6]2[C:7](=[O:8])[C:2]([CH3:12])([CH3:1])[O:3][C:4]([CH3:11])([CH3:10])[C:5]2=[O:9])=[C:32]([CH2:37][CH3:38])[CH:31]=1. (4) Given the reactants O=[C:2]1[NH:7][C:6]([C:8]([O:10][CH2:11][CH3:12])=[O:9])=[N:5][C:4]2[CH:13]=[CH:14][S:15][C:3]1=2.P(Cl)(Cl)([Cl:18])=O, predict the reaction product. The product is: [Cl:18][C:2]1[C:3]2[S:15][CH:14]=[CH:13][C:4]=2[N:5]=[C:6]([C:8]([O:10][CH2:11][CH3:12])=[O:9])[N:7]=1. (5) Given the reactants [C:1]([C:4]1[CH:5]=[C:6]([N:10]2[C:15](=[O:16])[C:14]3[S:17][C:18]4[N:23]=[CH:22][CH:21]=[C:20]([N:24]([CH3:26])[CH3:25])[C:19]=4[C:13]=3[N:12]=[CH:11]2)[CH:7]=[CH:8][CH:9]=1)(=O)[CH3:2].Cl.[O:28]([NH2:30])[CH3:29], predict the reaction product. The product is: [CH3:26][N:24]([CH3:25])[C:20]1[C:19]2[C:13]3[N:12]=[CH:11][N:10]([C:6]4[CH:7]=[CH:8][CH:9]=[C:4](/[C:1](=[N:30]/[O:28][CH3:29])/[CH3:2])[CH:5]=4)[C:15](=[O:16])[C:14]=3[S:17][C:18]=2[N:23]=[CH:22][CH:21]=1. (6) Given the reactants [OH:1][C:2]1[CH:7]=[CH:6][C:5]([N:8]2[CH2:13][CH2:12][N:11]([CH2:14][CH2:15][CH:16]([O:23][C:24](=[O:26])[NH2:25])[C:17]3[CH:22]=[CH:21][CH:20]=[CH:19][CH:18]=3)[CH2:10][CH2:9]2)=[CH:4][CH:3]=1.C(N([CH2:32][CH3:33])CC)C.O1C[CH2:37][CH2:36][CH2:35]1, predict the reaction product. The product is: [CH:33]1([O:1][C:2]2[CH:7]=[CH:6][C:5]([N:8]3[CH2:13][CH2:12][N:11]([CH2:14][CH2:15][CH:16]([O:23][C:24](=[O:26])[NH2:25])[C:17]4[CH:22]=[CH:21][CH:20]=[CH:19][CH:18]=4)[CH2:10][CH2:9]3)=[CH:4][CH:3]=2)[CH2:32][CH2:37][CH2:36][CH2:35]1. (7) Given the reactants Br[C:2]1[CH:7]=[CH:6][C:5]([C:8]2[NH:9][C:10](=[O:24])[C:11]3[N:16]([CH:17]4[CH2:22][CH2:21][CH2:20][CH2:19][CH2:18]4)[N:15]=[C:14]([CH3:23])[C:12]=3[N:13]=2)=[C:4]([O:25][CH2:26][CH3:27])[CH:3]=1.[NH:28]1[CH2:34][CH2:33][CH2:32][NH:31][CH2:30][CH2:29]1, predict the reaction product. The product is: [CH:17]1([N:16]2[C:11]3[C:10](=[O:24])[NH:9][C:8]([C:5]4[CH:6]=[CH:7][C:2]([N:28]5[CH2:34][CH2:33][CH2:32][NH:31][CH2:30][CH2:29]5)=[CH:3][C:4]=4[O:25][CH2:26][CH3:27])=[N:13][C:12]=3[C:14]([CH3:23])=[N:15]2)[CH2:22][CH2:21][CH2:20][CH2:19][CH2:18]1. (8) Given the reactants Cl[C:2]1[C:7]2[S:8][C:9]([C:11]3[N:16]=[C:15]([CH2:17][N:18]([CH2:26][CH2:27][O:28][CH3:29])[C:19](=[O:25])[O:20][C:21]([CH3:24])([CH3:23])[CH3:22])[CH:14]=[CH:13][CH:12]=3)=[CH:10][C:6]=2[CH:5]=[CH:4][CH:3]=1.[N+:30]([C:33]1[CH:38]=[CH:37][C:36]([OH:39])=[C:35]([F:40])[CH:34]=1)([O-:32])=[O:31].CCN(CC)CC, predict the reaction product. The product is: [F:40][C:35]1[CH:34]=[C:33]([N+:30]([O-:32])=[O:31])[CH:38]=[CH:37][C:36]=1[O:39][C:2]1[C:7]2[S:8][C:9]([C:11]3[N:16]=[C:15]([CH2:17][N:18]([CH2:26][CH2:27][O:28][CH3:29])[C:19](=[O:25])[O:20][C:21]([CH3:24])([CH3:23])[CH3:22])[CH:14]=[CH:13][CH:12]=3)=[CH:10][C:6]=2[CH:5]=[CH:4][CH:3]=1. (9) The product is: [CH3:19][O:18][C:17]1[CH:16]=[CH:15][C:4]([CH2:5][N:6]([CH3:14])[C:7](=[O:13])[O:8][C:9]([CH3:12])([CH3:11])[CH3:10])=[CH:3][C:2]=1[NH:1][S:27]([CH3:26])(=[O:29])=[O:28]. Given the reactants [NH2:1][C:2]1[CH:3]=[C:4]([CH:15]=[CH:16][C:17]=1[O:18][CH3:19])[CH2:5][N:6]([CH3:14])[C:7](=[O:13])[O:8][C:9]([CH3:12])([CH3:11])[CH3:10].N1C=CC=CC=1.[CH3:26][S:27](Cl)(=[O:29])=[O:28], predict the reaction product. (10) Given the reactants [CH2:1]([O:3][C:4]1[C:13]([O:14][CH3:15])=[CH:12][C:11]2[C:10]([C:16]3[CH:24]=[CH:23][C:19]([C:20](O)=[O:21])=[CH:18][CH:17]=3)=[N:9][C@@H:8]3[CH2:25][CH2:26][S:27][CH2:28][C@@H:7]3[C:6]=2[CH:5]=1)[CH3:2].Cl.[CH2:30]([C:32]1[O:33][CH:34]=[C:35]([CH2:37][N:38]2[C:43]3[CH:44]=[C:45]([C:47]4[CH:52]=[CH:51][CH:50]=[CH:49][CH:48]=4)[S:46][C:42]=3[C:41](=[O:53])[N:40]([CH:54]3[CH2:59][CH2:58][NH:57][CH2:56][CH2:55]3)[C:39]2=[O:60])[N:36]=1)[CH3:31].CN(C(ON1N=NC2C=CC=CC1=2)=[N+](C)C)C.F[P-](F)(F)(F)(F)F.CCN(C(C)C)C(C)C.C(=O)(O)[O-].[Na+], predict the reaction product. The product is: [CH2:1]([O:3][C:4]1[C:13]([O:14][CH3:15])=[CH:12][C:11]2[C:10]([C:16]3[CH:24]=[CH:23][C:19]([C:20]([N:57]4[CH2:58][CH2:59][CH:54]([N:40]5[C:41](=[O:53])[C:42]6[S:46][C:45]([C:47]7[CH:48]=[CH:49][CH:50]=[CH:51][CH:52]=7)=[CH:44][C:43]=6[N:38]([CH2:37][C:35]6[N:36]=[C:32]([CH2:30][CH3:31])[O:33][CH:34]=6)[C:39]5=[O:60])[CH2:55][CH2:56]4)=[O:21])=[CH:18][CH:17]=3)=[N:9][C@@H:8]3[CH2:25][CH2:26][S:27][CH2:28][C@@H:7]3[C:6]=2[CH:5]=1)[CH3:2].